From a dataset of Forward reaction prediction with 1.9M reactions from USPTO patents (1976-2016). Predict the product of the given reaction. (1) Given the reactants [CH3:1][C:2](O)([CH3:5])[CH2:3][NH2:4].O=S(Cl)Cl.[CH3:11][C:12]1[CH:17]=[C:16]([N+:18]([O-:20])=[O:19])[CH:15]=[CH:14][C:13]=1[N:21]=[C:22]=[S:23], predict the reaction product. The product is: [CH3:11][C:12]1[CH:17]=[C:16]([N+:18]([O-:20])=[O:19])[CH:15]=[CH:14][C:13]=1[N:21]=[C:22]1[NH:4][CH2:3][C:2]([CH3:5])([CH3:1])[S:23]1. (2) Given the reactants [O:1]1[C:5]2[CH:6]=[CH:7][C:8]([OH:10])=[CH:9][C:4]=2[N:3]=[CH:2]1.F[C:12]1[CH:17]=[CH:16][C:15]([N+:18]([O-:20])=[O:19])=[CH:14][C:13]=1[CH3:21].C(=O)([O-])[O-].[Cs+].[Cs+].C(=O)([O-])[O-].[K+].[K+], predict the reaction product. The product is: [CH3:21][C:13]1[CH:14]=[C:15]([N+:18]([O-:20])=[O:19])[CH:16]=[CH:17][C:12]=1[O:10][C:8]1[CH:7]=[CH:6][C:5]2[O:1][CH:2]=[N:3][C:4]=2[CH:9]=1.